From a dataset of Forward reaction prediction with 1.9M reactions from USPTO patents (1976-2016). Predict the product of the given reaction. The product is: [CH3:13][N:14]1[C:2]([NH2:1])=[CH:3][C:4]([C:5]([F:8])([F:7])[F:6])=[N:15]1. Given the reactants [NH2:1]/[C:2](/OCC)=[CH:3]\[C:4](=O)[C:5]([F:8])([F:7])[F:6].[CH3:13][NH:14][NH2:15], predict the reaction product.